The task is: Predict the reaction yield, written as a fraction of the theoretical maximum amount of product (1.0 means a 100% yield; for example, 0.34 means a 34% yield).. This data is from Reaction yield outcomes from USPTO patents with 853,638 reactions. (1) The reactants are [Br:1][C:2]1[CH:3]=[C:4]([CH3:11])[C:5](F)=[C:6]([CH:9]=1)[C:7]#[N:8].C(=O)([O-])[O-].[K+].[K+].[NH:18]1[CH:22]=[N:21][CH:20]=[N:19]1. The catalyst is CN(C=O)C.O. The product is [Br:1][C:2]1[CH:3]=[C:4]([CH3:11])[C:5]([N:18]2[CH:22]=[N:21][CH:20]=[N:19]2)=[C:6]([CH:9]=1)[C:7]#[N:8]. The yield is 0.490. (2) The reactants are [Cl:1][C:2]1[CH:6]=[N:5][N:4]([CH3:7])[C:3]=1[C:8]1[CH:9]=[C:10]([NH2:16])[CH:11]=[CH:12][C:13]=1[O:14][CH3:15].[C:17]1([N:27]=[C:28]=[O:29])[C:26]2[C:21](=[CH:22][CH:23]=[CH:24][CH:25]=2)[CH:20]=[CH:19][CH:18]=1. No catalyst specified. The product is [Cl:1][C:2]1[CH:6]=[N:5][N:4]([CH3:7])[C:3]=1[C:8]1[CH:9]=[C:10]([NH:16][C:28]([NH:27][C:17]2[C:26]3[C:21](=[CH:22][CH:23]=[CH:24][CH:25]=3)[CH:20]=[CH:19][CH:18]=2)=[O:29])[CH:11]=[CH:12][C:13]=1[O:14][CH3:15]. The yield is 0.600. (3) The reactants are C(Cl)Cl.[Cl:4][C:5]1[C:6]([CH:20]([S:29]([C:32]2[CH:37]=[CH:36][C:35]([Cl:38])=[CH:34][CH:33]=2)(=[O:31])=[O:30])[C:21]2[CH:26]=[C:25]([F:27])[CH:24]=[CH:23][C:22]=2[F:28])=[CH:7][C:8]([NH:11][NH:12][C:13]([O:15][C:16]([CH3:19])([CH3:18])[CH3:17])=[O:14])=[N:9][CH:10]=1.C(N(CC)CC)C.[CH3:46][S:47](Cl)(=[O:49])=[O:48]. The catalyst is C(OCC)(=O)C.CCCCCC. The product is [Cl:4][C:5]1[C:6]([CH:20]([S:29]([C:32]2[CH:33]=[CH:34][C:35]([Cl:38])=[CH:36][CH:37]=2)(=[O:31])=[O:30])[C:21]2[CH:26]=[C:25]([F:27])[CH:24]=[CH:23][C:22]=2[F:28])=[CH:7][C:8]([N:11]([S:47]([CH3:46])(=[O:49])=[O:48])[NH:12][C:13]([O:15][C:16]([CH3:17])([CH3:19])[CH3:18])=[O:14])=[N:9][CH:10]=1. The yield is 0.850. (4) The reactants are [F:1][C:2]1[CH:27]=[CH:26][CH:25]=[CH:24][C:3]=1[CH2:4][C:5]1[C:9]([C:10](OCC)=[O:11])=[CH:8][N:7]([CH2:15][C:16]2[CH:21]=[CH:20][C:19]([O:22][CH3:23])=[CH:18][CH:17]=2)[N:6]=1.[H-].[Al+3].[Li+].[H-].[H-].[H-]. The catalyst is C1COCC1. The product is [F:1][C:2]1[CH:27]=[CH:26][CH:25]=[CH:24][C:3]=1[CH2:4][C:5]1[C:9]([CH2:10][OH:11])=[CH:8][N:7]([CH2:15][C:16]2[CH:21]=[CH:20][C:19]([O:22][CH3:23])=[CH:18][CH:17]=2)[N:6]=1. The yield is 1.00.